Dataset: Forward reaction prediction with 1.9M reactions from USPTO patents (1976-2016). Task: Predict the product of the given reaction. (1) Given the reactants C(N(CC)CC)C.[CH3:8][S:9](Cl)(=[O:11])=[O:10].[Cl:13][C:14]1[CH:15]=[C:16]([C:20]2[O:24][N:23]=[C:22]([CH2:25][OH:26])[CH:21]=2)[CH:17]=[CH:18][CH:19]=1, predict the reaction product. The product is: [Cl:13][C:14]1[CH:15]=[C:16]([C:20]2[O:24][N:23]=[C:22]([CH2:25][O:26][S:9]([CH3:8])(=[O:11])=[O:10])[CH:21]=2)[CH:17]=[CH:18][CH:19]=1. (2) Given the reactants [F:1][C:2]([F:29])([F:28])[C:3]1[CH:4]=[C:5]([CH:21]=[C:22]([C:24]([F:27])([F:26])[F:25])[CH:23]=1)[CH2:6][O:7][CH2:8][C:9]1([CH:19]=[CH2:20])[C:18]2[C:13](=[CH:14][CH:15]=[CH:16][CH:17]=2)[CH2:12][CH2:11][O:10]1.B1C2CCCC1CCC2.[OH-:39].[Na+].OO, predict the reaction product. The product is: [F:29][C:2]([F:28])([F:1])[C:3]1[CH:4]=[C:5]([CH:21]=[C:22]([C:24]([F:27])([F:26])[F:25])[CH:23]=1)[CH2:6][O:7][CH2:8][C:9]1([CH2:19][CH2:20][OH:39])[C:18]2[C:13](=[CH:14][CH:15]=[CH:16][CH:17]=2)[CH2:12][CH2:11][O:10]1. (3) Given the reactants [CH3:1][O:2][C:3](=[O:13])[CH2:4][O:5][C:6]1[CH:11]=[CH:10][CH:9]=[C:8]([NH2:12])[CH:7]=1.C(=O)([O-])[O-].[Na+].[Na+], predict the reaction product. The product is: [CH3:1][O:2][C:3](=[O:13])[CH2:4][O:5][C:6]1[CH:11]=[CH:10][CH:9]=[C:8]([N:12]([CH2:10][CH:9]=[CH2:8])[CH2:11][CH:6]=[CH2:7])[CH:7]=1. (4) Given the reactants N([O-])=O.[Na+].[Cl:5][C:6]1[C:11]([Cl:12])=[CH:10][CH:9]=[CH:8][C:7]=1[CH2:13][N:14]1[C:18]2[CH:19]=[C:20]([N:24]3[CH2:29][CH2:28][O:27][CH2:26][CH2:25]3)[CH:21]=[C:22](N)[C:17]=2[N:16]=[C:15]1[CH3:30].[Na+].[Br-:32].C([O-])([O-])=O.[Na+].[Na+], predict the reaction product. The product is: [Br:32][C:22]1[C:17]2[N:16]=[C:15]([CH3:30])[N:14]([CH2:13][C:7]3[CH:8]=[CH:9][CH:10]=[C:11]([Cl:12])[C:6]=3[Cl:5])[C:18]=2[CH:19]=[C:20]([N:24]2[CH2:29][CH2:28][O:27][CH2:26][CH2:25]2)[CH:21]=1. (5) Given the reactants C[O:2][C:3]1[C:8]2[C:9]([C:18]3[CH:23]=[CH:22][C:21]([S:24]([NH2:27])(=[O:26])=[O:25])=[CH:20][CH:19]=3)=[CH:10][N:11]([CH:12]([CH2:16][CH3:17])[CH2:13][O:14][CH3:15])[C:7]=2[CH:6]=[CH:5][N:4]=1.[I-].[Na+].Cl[Si](C)(C)C.C(=O)([O-])O.[Na+], predict the reaction product. The product is: [CH3:15][O:14][CH2:13][CH:12]([N:11]1[C:7]2[CH:6]=[CH:5][NH:4][C:3](=[O:2])[C:8]=2[C:9]([C:18]2[CH:23]=[CH:22][C:21]([S:24]([NH2:27])(=[O:26])=[O:25])=[CH:20][CH:19]=2)=[CH:10]1)[CH2:16][CH3:17]. (6) Given the reactants [NH2:1][C:2]1[C:11]([O:12][C:13]2[CH:18]=[CH:17][C:16]([CH2:19][C:20]([O:22]CC)=[O:21])=[CH:15][C:14]=2[O:25][CH3:26])=[CH:10][CH:9]=[C:8]2[C:3]=1[CH:4]=[CH:5][C:6](=[O:27])[NH:7]2.N1C(C)=CC=CC=1C.[Cl:36][C:37]1[CH:42]=[CH:41][C:40]([S:43](Cl)(=[O:45])=[O:44])=[CH:39][CH:38]=1.[OH-].[Na+].Cl, predict the reaction product. The product is: [Cl:36][C:37]1[CH:42]=[CH:41][C:40]([S:43]([NH:1][C:2]2[C:11]([O:12][C:13]3[CH:18]=[CH:17][C:16]([CH2:19][C:20]([OH:22])=[O:21])=[CH:15][C:14]=3[O:25][CH3:26])=[CH:10][CH:9]=[C:8]3[C:3]=2[CH:4]=[CH:5][C:6](=[O:27])[NH:7]3)(=[O:45])=[O:44])=[CH:39][CH:38]=1. (7) Given the reactants [F:1][C:2]1[CH:7]=[CH:6][C:5]([O:8][C:9](=[O:24])[N:10]([C@H:12]2[C@H:16]([C:17]3[CH:22]=[CH:21][C:20]([Cl:23])=[CH:19][CH:18]=3)[CH2:15][NH:14][CH2:13]2)[CH3:11])=[CH:4][CH:3]=1.[O:25]1[CH2:30][CH2:29][CH2:28][CH:27]([C:31](O)=[O:32])[CH2:26]1, predict the reaction product. The product is: [F:1][C:2]1[CH:7]=[CH:6][C:5]([O:8][C:9](=[O:24])[N:10]([C@H:12]2[C@H:16]([C:17]3[CH:22]=[CH:21][C:20]([Cl:23])=[CH:19][CH:18]=3)[CH2:15][N:14]([C:31]([CH:27]3[CH2:28][CH2:29][CH2:30][O:25][CH2:26]3)=[O:32])[CH2:13]2)[CH3:11])=[CH:4][CH:3]=1. (8) Given the reactants [N+:1]([CH:4]([CH3:6])[CH3:5])([O-:3])=[O:2].[OH-].C([N+](C)(C)C)C1C=CC=CC=1.[C:19]([O:24][CH3:25])(=[O:23])[C:20]([CH3:22])=[CH2:21].Cl, predict the reaction product. The product is: [CH3:21][CH:20]([CH2:22][C:4]([CH3:6])([N+:1]([O-:3])=[O:2])[CH3:5])[C:19]([O:24][CH3:25])=[O:23].